Dataset: Full USPTO retrosynthesis dataset with 1.9M reactions from patents (1976-2016). Task: Predict the reactants needed to synthesize the given product. (1) Given the product [C:7]1([C@H:13]2[CH2:17][O:16][C:15](=[O:18])[N:14]2[CH2:12][CH2:7][CH:8]2[CH2:5][CH2:4][NH:3][CH2:2][CH2:9]2)[CH:8]=[CH:9][CH:10]=[CH:11][CH:12]=1, predict the reactants needed to synthesize it. The reactants are: O1[CH2:5][CH2:4][NH:3][C:2]1=O.[C:7]1([C@H:13]2[CH2:17][O:16][C:15](=[O:18])[NH:14]2)[CH:12]=[CH:11][CH:10]=[CH:9][CH:8]=1. (2) Given the product [CH3:25][O:24][C:21]1[C:20]([O:26][CH3:27])=[CH:19][C:18]2[C:23]([CH:22]=1)=[CH:5][CH:6]=[C:7]1[C:8]=2[N:9]=[N:9][C:8]2[CH:7]=[C:6]3[O:12][CH2:13][O:14][C:5]3=[CH:4][C:3]1=2, predict the reactants needed to synthesize it. The reactants are: C[Sn](C)(C)[C:3]1[C:8]([N+:9]([O-])=O)=[CH:7][C:6]2[O:12][CH2:13][O:14][C:5]=2[CH:4]=1.Br[C:18]1[CH:19]=[C:20]([O:26][CH3:27])[C:21]([O:24][CH3:25])=[CH:22][CH:23]=1. (3) Given the product [CH3:1][O:2][C:3]1[C:4]([CH:26]=[C:27]([CH3:29])[CH3:28])=[CH:5][C:6]2[C:12]3[N:13]([C:21]4[CH:25]=[CH:24][S:23][CH:22]=4)[N:14]=[C:15]([C:16]([OH:18])=[O:17])[C:11]=3[CH2:10][O:9][C:7]=2[CH:8]=1, predict the reactants needed to synthesize it. The reactants are: [CH3:1][O:2][C:3]1[C:4]([CH:26]=[C:27]([CH3:29])[CH3:28])=[CH:5][C:6]2[C:12]3[N:13]([C:21]4[CH:25]=[CH:24][S:23][CH:22]=4)[N:14]=[C:15]([C:16]([O:18]CC)=[O:17])[C:11]=3[CH2:10][O:9][C:7]=2[CH:8]=1.C1COCC1.O.O[Li].O. (4) Given the product [OH:8][CH2:9][CH:10]1[CH2:15][CH2:14][CH2:13][N:12]([C:16]2[N:21]=[C:20]([C:22]([NH:24][C:25]3[C:26]([CH3:36])=[C:27]([CH:32]=[CH:33][C:34]=3[CH3:35])[C:28]([O:30][CH3:31])=[O:29])=[O:23])[C:19]([CH3:37])=[CH:18][CH:17]=2)[CH2:11]1, predict the reactants needed to synthesize it. The reactants are: [Si]([O:8][CH2:9][CH:10]1[CH2:15][CH2:14][CH2:13][N:12]([C:16]2[N:21]=[C:20]([C:22]([NH:24][C:25]3[C:26]([CH3:36])=[C:27]([CH:32]=[CH:33][C:34]=3[CH3:35])[C:28]([O:30][CH3:31])=[O:29])=[O:23])[C:19]([CH3:37])=[CH:18][CH:17]=2)[CH2:11]1)(C(C)(C)C)(C)C.[N+](CCCC)(CCCC)(CCCC)CCCC.[F-]. (5) Given the product [NH2:37][C:33]1[N:32]=[CH:31][N:30]=[C:29]2[C:34]=1[N:35]=[CH:36][N:28]2[C@H:27]1[C@@H:22]2[O:21][C:20]([CH3:19])([CH3:41])[O:24][C@@H:23]2[C@@H:25]([CH2:38][NH:39][CH2:17][CH2:16][CH2:15][NH:14][C:12]([NH:11][C:8]2[CH:7]=[CH:6][C:5]([C:1]([CH3:2])([CH3:3])[CH3:4])=[CH:10][CH:9]=2)=[O:13])[O:26]1, predict the reactants needed to synthesize it. The reactants are: [C:1]([C:5]1[CH:10]=[CH:9][C:8]([NH:11][C:12]([NH:14][CH2:15][CH2:16][CH:17]=O)=[O:13])=[CH:7][CH:6]=1)([CH3:4])([CH3:3])[CH3:2].[CH3:19][C:20]1([CH3:41])[O:24][C@@H:23]2[C@@H:25]([CH2:38][NH:39]C)[O:26][C@@H:27]([N:28]3[CH:36]=[N:35][C:34]4[C:29]3=[N:30][CH:31]=[N:32][C:33]=4[NH2:37])[C@@H:22]2[O:21]1.[BH-](OC(C)=O)(OC(C)=O)OC(C)=O.[Na+].C([O-])(O)=O.[Na+]. (6) Given the product [Br:20][C:21]1[CH:22]=[CH:23][C:24]([C:14]2[C:13]([F:12])=[CH:18][CH:17]=[CH:16][C:15]=2[F:19])=[N:25][CH:26]=1, predict the reactants needed to synthesize it. The reactants are: C([Li])CCC.CCCCCC.[F:12][C:13]1[CH:18]=[CH:17][CH:16]=[C:15]([F:19])[CH:14]=1.[Br:20][C:21]1[CH:22]=[CH:23][C:24](I)=[N:25][CH:26]=1. (7) Given the product [C:1]1([C:5]2[N:10]=[CH:9][N:8]=[C:7]([NH:11][C:12](=[O:30])[NH:13][C:14]3[CH:15]=[CH:16][C:17]([O:18][C:19]4[CH:24]=[CH:23][N:22]=[C:21]([C:25](=[S:27])[NH2:26])[CH:20]=4)=[CH:28][CH:29]=3)[CH:6]=2)[CH:3]=[CH:34][CH:33]=[CH:32][CH:4]=1, predict the reactants needed to synthesize it. The reactants are: [C:1]([C:5]1[N:10]=[CH:9][N:8]=[C:7]([NH:11][C:12](=[O:30])[NH:13][C:14]2[CH:29]=[CH:28][C:17]([O:18][C:19]3[CH:24]=[CH:23][N:22]=[C:21]([C:25](=[S:27])[NH2:26])[CH:20]=3)=[CH:16][CH:15]=2)[CH:6]=1)([CH3:4])([CH3:3])C.N[C:32]1N=CN=[C:34](C2C=CC=CC=2)[CH:33]=1. (8) Given the product [OH:19][CH2:18][CH2:17][O:16][C:13]1[CH:14]=[CH:15][C:10]([C:6]2[C:7]([C:8]#[N:9])=[C:2]([SH:24])[N:3]=[C:4]([O:22][CH3:23])[C:5]=2[C:20]#[N:21])=[CH:11][CH:12]=1, predict the reactants needed to synthesize it. The reactants are: Cl[C:2]1[C:7]([C:8]#[N:9])=[C:6]([C:10]2[CH:15]=[CH:14][C:13]([O:16][CH2:17][CH2:18][OH:19])=[CH:12][CH:11]=2)[C:5]([C:20]#[N:21])=[C:4]([O:22][CH3:23])[N:3]=1.[S-2:24].[Na+].[Na+].O.Cl.